From a dataset of Catalyst prediction with 721,799 reactions and 888 catalyst types from USPTO. Predict which catalyst facilitates the given reaction. Reactant: C1([C@H]([N:9]2[CH2:14][CH2:13][O:12][C@@H:11]([C:15]3[CH:22]=[CH:21][C:18]([C:19]#[N:20])=[CH:17][CH:16]=3)[CH2:10]2)C)C=CC=CC=1.[Cl:23]C(OC(Cl)C)=O. Product: [ClH:23].[NH:9]1[CH2:14][CH2:13][O:12][C@@H:11]([C:15]2[CH:22]=[CH:21][C:18]([C:19]#[N:20])=[CH:17][CH:16]=2)[CH2:10]1. The catalyst class is: 26.